Dataset: Forward reaction prediction with 1.9M reactions from USPTO patents (1976-2016). Task: Predict the product of the given reaction. (1) Given the reactants [CH3:1][C:2]1[C:7]([NH2:8])=[CH:6][CH:5]=[C:4]([N:9]2[CH2:13][CH2:12][C@H:11]([N:14]3[CH2:18][CH2:17][CH2:16][C@@H:15]3[CH3:19])[CH2:10]2)[N:3]=1.[CH:20]1[CH:25]=[CH:24][C:23]([CH2:26][C:27](Cl)=[O:28])=[CH:22][CH:21]=1, predict the reaction product. The product is: [CH3:1][C:2]1[C:7]([NH:8][C:27](=[O:28])[CH2:26][C:23]2[CH:24]=[CH:25][CH:20]=[CH:21][CH:22]=2)=[CH:6][CH:5]=[C:4]([N:9]2[CH2:13][CH2:12][C@H:11]([N:14]3[CH2:18][CH2:17][CH2:16][C@@H:15]3[CH3:19])[CH2:10]2)[N:3]=1. (2) The product is: [CH3:45][N:46]([CH3:56])[CH2:47][CH2:48][O:49][CH:50]1[CH2:55][CH2:54][N:53]([C:2]2[CH:11]=[C:10]([C:12]([NH:14][CH2:15][C@H:16]3[CH2:17][CH2:18][C@H:19]([CH2:22][NH:23][C:24](=[O:30])[O:25][C:26]([CH3:29])([CH3:27])[CH3:28])[CH2:20][CH2:21]3)=[O:13])[C:9]3[C:4](=[CH:5][CH:6]=[CH:7][CH:8]=3)[N:3]=2)[CH2:52][CH2:51]1. Given the reactants Cl[C:2]1[CH:11]=[C:10]([C:12]([NH:14][CH2:15][C@H:16]2[CH2:21][CH2:20][C@H:19]([CH2:22][NH:23][C:24](=[O:30])[O:25][C:26]([CH3:29])([CH3:28])[CH3:27])[CH2:18][CH2:17]2)=[O:13])[C:9]2[C:4](=[CH:5][CH:6]=[CH:7][CH:8]=2)[N:3]=1.FC(F)(F)C(O)=O.FC(F)(F)C(O)=O.[CH3:45][N:46]([CH3:56])[CH2:47][CH2:48][O:49][CH:50]1[CH2:55][CH2:54][NH:53][CH2:52][CH2:51]1.C([O-])([O-])=O.[K+].[K+], predict the reaction product. (3) Given the reactants C([O:3][P:4]([CH:9]([P:40]([O:45]CC)([O:42]CC)=[O:41])[CH2:10][C:11]([N:13]1[CH2:18][CH2:17][N:16]([C:19]2[C:28]([O:29][CH3:30])=[C:27]3[C:22]([C:23](=[O:37])[C:24]([C:34]([OH:36])=[O:35])=[CH:25][N:26]3[CH:31]3[CH2:33][CH2:32]3)=[CH:21][C:20]=2[F:38])[CH2:15][CH:14]1[CH3:39])=[O:12])([O:6]CC)=[O:5])C.C[Si](Br)(C)C, predict the reaction product. The product is: [P:4]([CH:9]([P:40]([OH:42])([OH:45])=[O:41])[CH2:10][C:11]([N:13]1[CH2:18][CH2:17][N:16]([C:19]2[C:28]([O:29][CH3:30])=[C:27]3[C:22]([C:23](=[O:37])[C:24]([C:34]([OH:36])=[O:35])=[CH:25][N:26]3[CH:31]3[CH2:32][CH2:33]3)=[CH:21][C:20]=2[F:38])[CH2:15][CH:14]1[CH3:39])=[O:12])([OH:6])([OH:5])=[O:3]. (4) Given the reactants [H-].[K+].[CH3:3][C:4]1[C:5]([CH2:16][Si](C)(C)C)(O)[C:6]([CH3:14])([CH3:13])[CH2:7][CH:8]2[C:12]=1[O:11][CH2:10][O:9]2.O, predict the reaction product. The product is: [CH3:3][C:4]1[C:5](=[CH2:16])[C:6]([CH3:14])([CH3:13])[CH2:7][CH:8]2[C:12]=1[O:11][CH2:10][O:9]2.